From a dataset of Peptide-MHC class I binding affinity with 185,985 pairs from IEDB/IMGT. Regression. Given a peptide amino acid sequence and an MHC pseudo amino acid sequence, predict their binding affinity value. This is MHC class I binding data. (1) The peptide sequence is RPRGEVRFL. The MHC is HLA-A03:01 with pseudo-sequence HLA-A03:01. The binding affinity (normalized) is 0. (2) The peptide sequence is NVINYFNRM. The MHC is HLA-B15:01 with pseudo-sequence HLA-B15:01. The binding affinity (normalized) is 0.365. (3) The peptide sequence is YEQYECLTD. The MHC is HLA-B51:01 with pseudo-sequence HLA-B51:01. The binding affinity (normalized) is 0.0847. (4) The binding affinity (normalized) is 0. The MHC is H-2-Ld with pseudo-sequence H-2-Ld. The peptide sequence is FSVRPQVPL. (5) The binding affinity (normalized) is 0.271. The peptide sequence is VMTPSPFYT. The MHC is HLA-A02:01 with pseudo-sequence HLA-A02:01.